This data is from Reaction yield outcomes from USPTO patents with 853,638 reactions. The task is: Predict the reaction yield, written as a fraction of the theoretical maximum amount of product (1.0 means a 100% yield; for example, 0.34 means a 34% yield). (1) The product is [CH3:16][C:17]1[CH:21]=[C:20]([NH:22][S:10]([C:7]2[CH:8]=[CH:9][C:4]([O:3][C:2]([F:15])([F:14])[F:1])=[CH:5][CH:6]=2)(=[O:12])=[O:11])[N:19]([C:23]2[CH:32]=[CH:31][CH:30]=[C:29]3[C:24]=2[CH:25]=[CH:26][CH:27]=[N:28]3)[N:18]=1. The reactants are [F:1][C:2]([F:15])([F:14])[O:3][C:4]1[CH:9]=[CH:8][C:7]([S:10](Cl)(=[O:12])=[O:11])=[CH:6][CH:5]=1.[CH3:16][C:17]1[CH:21]=[C:20]([NH2:22])[N:19]([C:23]2[CH:32]=[CH:31][CH:30]=[C:29]3[C:24]=2[CH:25]=[CH:26][CH:27]=[N:28]3)[N:18]=1.ClCCl. The catalyst is N1C=CC=CC=1. The yield is 0.100. (2) The reactants are Cl[C:2]1[N:7]=[C:6]([C:8]2[N:12]3[CH:13]=[CH:14][C:15]([F:17])=[CH:16][C:11]3=[N:10][C:9]=2[C:18]2[CH:19]=[CH:20][C:21]([O:35][CH3:36])=[C:22]([CH:34]=2)[C:23]([NH:25][C:26]2[C:31]([F:32])=[CH:30][CH:29]=[CH:28][C:27]=2[F:33])=[O:24])[CH:5]=[CH:4][N:3]=1.[N:37]1([CH:43]2[CH2:48][CH2:47][N:46]([C:49]3[CH:55]=[CH:54][C:52]([NH2:53])=[C:51]([O:56][CH3:57])[CH:50]=3)[CH2:45][CH2:44]2)[CH2:42][CH2:41][CH2:40][CH2:39][CH2:38]1.O1CCOCC1.C[O-].[Na+]. The catalyst is FC(F)(F)CO.CO.C(Cl)Cl.CCCCCC. The product is [N:37]1([CH:43]2[CH2:48][CH2:47][N:46]([C:49]3[CH:55]=[CH:54][C:52]([NH:53][C:2]4[N:7]=[C:6]([C:8]5[N:12]6[CH:13]=[CH:14][C:15]([F:17])=[CH:16][C:11]6=[N:10][C:9]=5[C:18]5[CH:19]=[CH:20][C:21]([O:35][CH3:36])=[C:22]([CH:34]=5)[C:23]([NH:25][C:26]5[C:31]([F:32])=[CH:30][CH:29]=[CH:28][C:27]=5[F:33])=[O:24])[CH:5]=[CH:4][N:3]=4)=[C:51]([O:56][CH3:57])[CH:50]=3)[CH2:45][CH2:44]2)[CH2:42][CH2:41][CH2:40][CH2:39][CH2:38]1. The yield is 0.860. (3) The reactants are [N:1]1[C:9]2[C:4](=[N:5][CH:6]=[CH:7][CH:8]=2)[S:3][C:2]=1[O:10][C:11]1[CH:16]=[CH:15][C:14]([CH2:17]O)=[CH:13][CH:12]=1.O=S(Cl)[Cl:21]. The catalyst is C(Cl)Cl. The product is [Cl:21][CH2:17][C:14]1[CH:15]=[CH:16][C:11]([O:10][C:2]2[S:3][C:4]3[C:9]([N:1]=2)=[CH:8][CH:7]=[CH:6][N:5]=3)=[CH:12][CH:13]=1. The yield is 0.920. (4) The reactants are [Br:1]N1C(=O)CCC1=O.[CH2:9]([O:11][C:12](=[O:21])[CH2:13][C:14]1[CH:15]=[C:16]([CH3:20])[CH:17]=[CH:18][CH:19]=1)[CH3:10]. The catalyst is C(Cl)(Cl)(Cl)Cl.C(OOC(=O)C1C=CC=CC=1)(=O)C1C=CC=CC=1. The product is [CH2:9]([O:11][C:12](=[O:21])[CH2:13][C:14]1[CH:19]=[CH:18][CH:17]=[C:16]([CH2:20][Br:1])[CH:15]=1)[CH3:10]. The yield is 0.330. (5) The reactants are [CH:1]1([N:4]2[CH:8]=[CH:7][N:6]=[CH:5]2)[CH2:3][CH2:2]1.[Br:9]N1C(C)(C)C(=O)N(Br)C1=O. The catalyst is C(Cl)Cl. The product is [Br:9][C:8]1[N:4]([CH:1]2[CH2:3][CH2:2]2)[CH:5]=[N:6][CH:7]=1. The yield is 0.370. (6) The reactants are [Se](=O)=O.C([O:8]O)(C)(C)C.[CH3:10][C:11]1([CH3:30])[CH2:20][CH2:19][C:18]([CH3:22])([CH3:21])[C:17]2[CH:16]=[C:15]([C:23]([CH3:25])=[CH2:24])[C:14]([O:26][CH2:27][CH2:28][CH3:29])=[CH:13][C:12]1=2.CCOC(C)=O. The catalyst is ClCCl. The product is [CH3:10][C:11]1([CH3:30])[CH2:20][CH2:19][C:18]([CH3:21])([CH3:22])[C:17]2[CH:16]=[C:15]([C:23]([CH3:25])=[CH:24][OH:8])[C:14]([O:26][CH2:27][CH2:28][CH3:29])=[CH:13][C:12]1=2. The yield is 0.400.